From a dataset of NCI-60 drug combinations with 297,098 pairs across 59 cell lines. Regression. Given two drug SMILES strings and cell line genomic features, predict the synergy score measuring deviation from expected non-interaction effect. Drug 1: C1CC(C1)(C(=O)O)C(=O)O.[NH2-].[NH2-].[Pt+2]. Drug 2: CN(CCCl)CCCl.Cl. Cell line: NCI-H322M. Synergy scores: CSS=7.07, Synergy_ZIP=-1.88, Synergy_Bliss=3.24, Synergy_Loewe=1.29, Synergy_HSA=1.53.